From a dataset of Forward reaction prediction with 1.9M reactions from USPTO patents (1976-2016). Predict the product of the given reaction. Given the reactants C([O:4][C@H:5]1[CH2:22][CH2:21][C@@:20]2([CH3:23])[C@@H:7]([CH2:8][CH2:9][C@:10]3([CH3:42])[C@@H:19]2[CH2:18][CH2:17][C@H:16]2[C@@:11]3([CH3:41])[CH2:12][CH2:13][C@@:14]3([CH2:31][CH2:32][NH:33][C:34]([O:36][C:37]([CH3:40])([CH3:39])[CH3:38])=[O:35])[CH2:26][C:25](=[O:27])[C:24]([CH:28]([CH3:30])[CH3:29])=[C:15]32)[C:6]1([CH3:44])[CH3:43])(=O)C.[OH-].[Na+].O.CCOC(C)=O, predict the reaction product. The product is: [C:37]([O:36][C:34](=[O:35])[NH:33][CH2:32][CH2:31][C@:14]12[CH2:26][C:25](=[O:27])[C:24]([CH:28]([CH3:29])[CH3:30])=[C:15]1[C@@H:16]1[C@@:11]([CH3:41])([CH2:12][CH2:13]2)[C@@:10]2([CH3:42])[C@@H:19]([C@:20]3([CH3:23])[C@@H:7]([CH2:8][CH2:9]2)[C:6]([CH3:43])([CH3:44])[C@@H:5]([OH:4])[CH2:22][CH2:21]3)[CH2:18][CH2:17]1)([CH3:38])([CH3:39])[CH3:40].